From a dataset of Reaction yield outcomes from USPTO patents with 853,638 reactions. Predict the reaction yield, written as a fraction of the theoretical maximum amount of product (1.0 means a 100% yield; for example, 0.34 means a 34% yield). (1) The reactants are [O:1]1[CH2:5][CH2:4][NH:3][C:2]1=[O:6].[CH2:7]1[CH2:11]O[CH2:9][CH2:8]1. The catalyst is [Pd]. The product is [O:1]1[C:5]2[CH:11]=[CH:7][CH:8]=[CH:9][C:4]=2[NH:3][C:2]1=[O:6]. The yield is 0.650. (2) The reactants are [CH3:1][C:2]1[O:3][C:4]([CH3:9])=[C:5]([CH:7]=[O:8])[N:6]=1.[CH3:10][Mg]Br.Cl. The catalyst is CCOCC. The product is [CH3:1][C:2]1[O:3][C:4]([CH3:9])=[C:5]([CH:7]([OH:8])[CH3:10])[N:6]=1. The yield is 1.00. (3) The product is [CH2:31]([N:17]([CH2:14][CH:15]=[CH2:16])[CH:18]([C:22]1[CH:23]=[CH:24][C:25]([CH2:28][O:29][CH3:30])=[CH:26][CH:27]=1)[C:19]([NH:5][C:4]1[CH:6]=[C:7]([F:13])[C:8]([Si:9]([CH3:10])([CH3:12])[CH3:11])=[C:2]([F:1])[CH:3]=1)=[O:20])[CH:32]=[CH2:33]. The catalyst is CN(C1C=CN=CC=1)C.C(OCC)(=O)C.O. The reactants are [F:1][C:2]1[CH:3]=[C:4]([CH:6]=[C:7]([F:13])[C:8]=1[Si:9]([CH3:12])([CH3:11])[CH3:10])[NH2:5].[CH2:14]([N:17]([CH2:31][CH:32]=[CH2:33])[CH:18]([C:22]1[CH:27]=[CH:26][C:25]([CH2:28][O:29][CH3:30])=[CH:24][CH:23]=1)[C:19](O)=[O:20])[CH:15]=[CH2:16].CCN(C(C)C)C(C)C.C(P1(=O)OP(CCC)(=O)OP(CCC)(=O)O1)CC. The yield is 0.596. (4) The reactants are [NH2:1][CH2:2][CH2:3][C:4]1[CH:5]=[CH:6][C:7]([O:12][C:13]2[CH:18]=[CH:17][C:16]([C:19]([F:22])([F:21])[F:20])=[CH:15][N:14]=2)=[C:8]([CH:11]=1)[C:9]#[N:10].CS[C:25]1[NH:26][CH:27]=[C:28]([CH2:32][C:33]2[CH:34]=[N:35][CH:36]=[N:37][CH:38]=2)[C:29](=[O:31])[N:30]=1. The catalyst is C(O)C. The product is [O:31]=[C:29]1[C:28]([CH2:32][C:33]2[CH:38]=[N:37][CH:36]=[N:35][CH:34]=2)=[CH:27][NH:26][C:25]([NH:1][CH2:2][CH2:3][C:4]2[CH:5]=[CH:6][C:7]([O:12][C:13]3[CH:18]=[CH:17][C:16]([C:19]([F:22])([F:20])[F:21])=[CH:15][N:14]=3)=[C:8]([CH:11]=2)[C:9]#[N:10])=[N:30]1. The yield is 0.170. (5) The reactants are [CH3:1][NH2:2].CO.[I:5][C:6]1[CH:11]=[CH:10][C:9]([C:12]([NH:14][CH:15]([C:21]([O:23]CC)=O)[C:16]([O:18][CH2:19]C)=[O:17])=[O:13])=[CH:8][CH:7]=1. The catalyst is CO. The product is [I:5][C:6]1[CH:11]=[CH:10][C:9]([C:12](=[O:13])[NH:14][CH:15]([C:21]([NH:2][CH3:1])=[O:23])[C:16]([O:18][CH3:19])=[O:17])=[CH:8][CH:7]=1. The yield is 0.390. (6) The reactants are [F:1][C:2]1[CH:7]=[CH:6][C:5]([C:8]2[CH:16]=[CH:15][CH:14]=[C:13]3[C:9]=2[CH2:10][C:11](=[O:17])[NH:12]3)=[CH:4][CH:3]=1.[CH2:18]([N:20]([CH2:34][CH3:35])[CH2:21][CH2:22][NH:23][C:24]([C:26]1[NH:27][C:28]([CH:32]=O)=[C:29]([CH3:31])[CH:30]=1)=[O:25])[CH3:19]. The catalyst is C(O)C.N1CCCCC1. The product is [CH2:34]([N:20]([CH2:18][CH3:19])[CH2:21][CH2:22][NH:23][C:24]([C:26]1[NH:27][C:28]([CH:32]=[C:10]2[C:9]3[C:13](=[CH:14][CH:15]=[CH:16][C:8]=3[C:5]3[CH:4]=[CH:3][C:2]([F:1])=[CH:7][CH:6]=3)[NH:12][C:11]2=[O:17])=[C:29]([CH3:31])[CH:30]=1)=[O:25])[CH3:35]. The yield is 0.450. (7) The reactants are [N+:1]([O-:4])(O)=[O:2].[OH:5][C:6]1[CH:13]=[CH:12][C:9]([C:10]#[N:11])=[CH:8][CH:7]=1. The catalyst is C(O)(=O)C. The product is [OH:5][C:6]1[CH:13]=[CH:12][C:9]([C:10]#[N:11])=[CH:8][C:7]=1[N+:1]([O-:4])=[O:2]. The yield is 0.790. (8) The reactants are [CH3:1][C:2]1[C:6]2[C:7](=[O:19])[N:8]([CH2:11][CH2:12][N:13]3[CH2:18][CH2:17][O:16][CH2:15][CH2:14]3)[CH2:9][CH2:10][C:5]=2[NH:4][C:3]=1[CH:20]=O.[Br:22][C:23]1[CH:24]=[C:25]2[CH2:31][C:30](=[O:32])[NH:29][C:26]2=[N:27][CH:28]=1. No catalyst specified. The product is [Br:22][C:23]1[CH:24]=[C:25]2[C:31](=[CH:20][C:3]3[NH:4][C:5]4[CH2:10][CH2:9][N:8]([CH2:11][CH2:12][N:13]5[CH2:14][CH2:15][O:16][CH2:17][CH2:18]5)[C:7](=[O:19])[C:6]=4[C:2]=3[CH3:1])[C:30](=[O:32])[NH:29][C:26]2=[N:27][CH:28]=1. The yield is 0.330. (9) The reactants are Br[CH2:2][C:3]1[C:12]2[C:7](=[CH:8][CH:9]=[CH:10][CH:11]=2)[C:6]([CH:13]=[O:14])=[CH:5][CH:4]=1.[C:15]1(=[O:25])[NH:19][C:18](=[O:20])[C:17]2=[CH:21][CH:22]=[CH:23][CH:24]=[C:16]12.[K]. The catalyst is CN(C=O)C.O. The product is [O:20]=[C:18]1[C:17]2[C:16](=[CH:24][CH:23]=[CH:22][CH:21]=2)[C:15](=[O:25])[N:19]1[CH2:2][C:3]1[C:12]2[C:7](=[CH:8][CH:9]=[CH:10][CH:11]=2)[C:6]([CH:13]=[O:14])=[CH:5][CH:4]=1. The yield is 0.980.